From a dataset of TCR-epitope binding with 47,182 pairs between 192 epitopes and 23,139 TCRs. Binary Classification. Given a T-cell receptor sequence (or CDR3 region) and an epitope sequence, predict whether binding occurs between them. (1) The epitope is MPASWVMRI. The TCR CDR3 sequence is CASSMSAGGTDTQYF. Result: 1 (the TCR binds to the epitope). (2) The epitope is NLSALGIFST. The TCR CDR3 sequence is CASSQELRGSYEQYF. Result: 0 (the TCR does not bind to the epitope). (3) The epitope is RLFRKSNLK. The TCR CDR3 sequence is CASSLPGELFF. Result: 0 (the TCR does not bind to the epitope). (4) The epitope is TVYDPLQPELDSFK. The TCR CDR3 sequence is CASSARQGQETQYF. Result: 0 (the TCR does not bind to the epitope). (5) The epitope is LPAADLDDF. The TCR CDR3 sequence is CASSLPTGTDTQYF. Result: 1 (the TCR binds to the epitope). (6) The epitope is VTEHDTLLY. The TCR CDR3 sequence is CASSQDSATSGLRQFF. Result: 0 (the TCR does not bind to the epitope). (7) The epitope is LPRRSGAAGA. The TCR CDR3 sequence is CASSLTSGGANEQFF. Result: 0 (the TCR does not bind to the epitope).